This data is from Full USPTO retrosynthesis dataset with 1.9M reactions from patents (1976-2016). The task is: Predict the reactants needed to synthesize the given product. (1) Given the product [OH:2][C:1]1[CH:3]=[C:4]2[C:6]([CH2:11][CH:10]([CH2:12][C:13]([OH:15])=[O:14])[C:9](=[O:16])[O:5]2)=[CH:7][CH:8]=1, predict the reactants needed to synthesize it. The reactants are: [C:1]1([CH:8]=[CH:7][CH:6]=[C:4]([OH:5])[CH:3]=1)[OH:2].[C:9](O)(=[O:16])[C:10]([CH2:12][C:13]([OH:15])=[O:14])=[CH2:11]. (2) Given the product [NH2:31][C:24]1[C:25]2[C:30](=[CH:29][CH:28]=[CH:27][CH:26]=2)[C:21]([O:20][CH2:19][C:17]2[CH:16]=[CH:15][N:14]=[C:13]([NH:12][C:10]3[CH:9]=[N:8][CH:7]=[C:6]([CH2:4][CH3:5])[N:11]=3)[CH:18]=2)=[CH:22][CH:23]=1, predict the reactants needed to synthesize it. The reactants are: C(#N)C.[CH2:4]([C:6]1[N:11]=[C:10]([NH:12][C:13]2[CH:18]=[C:17]([CH2:19][O:20][C:21]3[C:30]4[C:25](=[CH:26][CH:27]=[CH:28][CH:29]=4)[C:24]([NH:31]C(=O)OC(C)(C)C)=[CH:23][CH:22]=3)[CH:16]=[CH:15][N:14]=2)[CH:9]=[N:8][CH:7]=1)[CH3:5].S(=O)(=O)(O)O.N. (3) Given the product [O:11]=[C:8]1[NH:7][C:6]2[CH:12]=[CH:13][C:3]([CH:2]=[O:1])=[CH:4][C:5]=2[O:10][CH2:9]1, predict the reactants needed to synthesize it. The reactants are: [OH:1][CH2:2][C:3]1[CH:13]=[CH:12][C:6]2[NH:7][C:8](=[O:11])[CH2:9][O:10][C:5]=2[CH:4]=1.ClCCl. (4) Given the product [Cl:2][C:3]1[CH:8]=[CH:7][N:6]=[CH:5][C:4]=1[CH:9]=[O:10], predict the reactants needed to synthesize it. The reactants are: Cl.[Cl:2][C:3]1[CH:8]=[CH:7][N:6]=[CH:5][CH:4]=1.[C:9]([O-])(O)=[O:10].[Na+].CCOCC.[Li+].CCC[CH2-].C(NC(C)C)(C)C.ClC1C=CN=CC=1.C(OCC)=O. (5) Given the product [CH2:18]([S:20][CH2:2][N:3]1[C:12]2[C:7](=[CH:8][CH:9]=[CH:10][N:11]=2)[CH:6]=[C:5]([C:13]([O:15][CH3:16])=[O:14])[C:4]1=[O:17])[CH3:19], predict the reactants needed to synthesize it. The reactants are: Br[CH2:2][N:3]1[C:12]2[C:7](=[CH:8][CH:9]=[CH:10][N:11]=2)[CH:6]=[C:5]([C:13]([O:15][CH3:16])=[O:14])[C:4]1=[O:17].[CH2:18]([SH:20])[CH3:19].C(=O)([O-])[O-].[K+].[K+].O. (6) Given the product [CH3:13][C:1](=[O:12])[CH2:2][CH2:3][CH2:4][CH2:5][CH2:6][CH2:7][CH2:8][CH2:9][CH3:10], predict the reactants needed to synthesize it. The reactants are: [C:1]([OH:12])(=O)[CH2:2][CH2:3][CH2:4][CH2:5][CH2:6][CH2:7][CH2:8][CH2:9][CH3:10].[C:13](O)(=O)C. (7) Given the product [N:1]1[CH:6]=[CH:5][CH:4]=[CH:3][C:2]=1[N:7]1[CH2:13][C:12]2[CH:14]=[C:15]([CH2:18][CH:19]3[S:23][C:22](=[O:24])[NH:21][C:20]3=[O:25])[CH:16]=[CH:17][C:11]=2[O:10][CH2:9][CH2:8]1, predict the reactants needed to synthesize it. The reactants are: [N:1]1[CH:6]=[CH:5][CH:4]=[CH:3][C:2]=1[N:7]1[CH2:13][C:12]2[CH:14]=[C:15]([CH:18]=[C:19]3[S:23][C:22](=[O:24])[NH:21][C:20]3=[O:25])[CH:16]=[CH:17][C:11]=2[O:10][CH2:9][CH2:8]1.[Al].C(OCC)C.C(O)C.